This data is from Full USPTO retrosynthesis dataset with 1.9M reactions from patents (1976-2016). The task is: Predict the reactants needed to synthesize the given product. Given the product [Cl:14][CH2:2][CH2:3][O:4][CH2:5][CH2:6][C:7]([O:9][CH2:10][CH3:11])=[O:8], predict the reactants needed to synthesize it. The reactants are: O[CH2:2][CH2:3][O:4][CH2:5][CH2:6][C:7]([O:9][CH2:10][CH3:11])=[O:8].S(Cl)([Cl:14])=O.CN(C=O)C.